Dataset: Full USPTO retrosynthesis dataset with 1.9M reactions from patents (1976-2016). Task: Predict the reactants needed to synthesize the given product. Given the product [O:3]1[C:8]2=[CH:9][CH:10]=[CH:11][C:7]2=[CH:6][C:5]([CH:12]2[CH2:17][CH2:16][CH2:15][CH2:14][N:13]2[CH2:18][CH2:19][C@H:20]2[CH2:21][CH2:22][C@H:23]([NH:26][C:31]([CH:29]3[CH2:30][C:28]3([F:34])[F:27])=[O:32])[CH2:24][CH2:25]2)=[CH:4]1, predict the reactants needed to synthesize it. The reactants are: Cl.Cl.[O:3]1[C:8]2=[CH:9][CH:10]=[CH:11][C:7]2=[CH:6][C:5]([CH:12]2[CH2:17][CH2:16][CH2:15][CH2:14][N:13]2[CH2:18][CH2:19][C@H:20]2[CH2:25][CH2:24][C@H:23]([NH2:26])[CH2:22][CH2:21]2)=[CH:4]1.[F:27][C:28]1([F:34])[CH2:30][CH:29]1[C:31](O)=[O:32].